This data is from Forward reaction prediction with 1.9M reactions from USPTO patents (1976-2016). The task is: Predict the product of the given reaction. (1) Given the reactants [Cl:1][C:2]1[CH:7]=[CH:6][CH:5]=[CH:4][C:3]=1[N:8]([CH3:28])[C:9]([C:11]1[S:27][C:14]2[C:15]3[CH:23]=[CH:22][C:21]([CH2:24][NH:25][CH3:26])=[CH:20][C:16]=3[O:17][CH2:18][CH2:19][C:13]=2[CH:12]=1)=[O:10].BrCC1C=C[C:34]2C3SC(C(N(C4C=CC=CC=4Cl)C)=O)=CC=3C[CH2:37][O:36][C:35]=2C=1.N1CCOCC1, predict the reaction product. The product is: [Cl:1][C:2]1[CH:7]=[CH:6][CH:5]=[CH:4][C:3]=1[N:8]([CH3:28])[C:9]([C:11]1[S:27][C:14]2[C:15]3[CH:23]=[CH:22][C:21]([CH2:24][N:25]4[CH2:34][CH2:35][O:36][CH2:37][CH2:26]4)=[CH:20][C:16]=3[O:17][CH2:18][CH2:19][C:13]=2[CH:12]=1)=[O:10]. (2) The product is: [Br:1][C:2]1[CH:3]=[CH:4][C:5]([S:8]([C:11]2([C:12]([O:14][C:15]([CH3:18])([CH3:17])[CH3:16])=[O:13])[CH2:23][CH2:22][O:21][CH2:20][CH2:19]2)(=[O:10])=[O:9])=[CH:6][CH:7]=1. Given the reactants [Br:1][C:2]1[CH:7]=[CH:6][C:5]([S:8]([CH2:11][C:12]([O:14][C:15]([CH3:18])([CH3:17])[CH3:16])=[O:13])(=[O:10])=[O:9])=[CH:4][CH:3]=1.[CH2:19]1O[CH2:23][CH2:22][O:21][CH2:20][CH2:19]O[CH2:23][CH2:22][O:21][CH2:20][CH2:19]O[CH2:23][CH2:22][O:21][CH2:20]1.C(=O)([O-])[O-].[K+].[K+].BrCCOCCBr, predict the reaction product. (3) Given the reactants C([N:8]1[CH2:17][CH2:16][C:15]2[N:14]=[C:13]([Cl:18])[CH:12]=[CH:11][C:10]=2[CH2:9]1)C1C=CC=CC=1.[CH3:19][NH:20][CH2:21][CH2:22][CH3:23], predict the reaction product. The product is: [ClH:18].[CH3:19][N:20]([CH2:21][CH2:22][CH3:23])[C:13]1[CH:12]=[CH:11][C:10]2[CH2:9][NH:8][CH2:17][CH2:16][C:15]=2[N:14]=1.